From a dataset of Reaction yield outcomes from USPTO patents with 853,638 reactions. Predict the reaction yield, written as a fraction of the theoretical maximum amount of product (1.0 means a 100% yield; for example, 0.34 means a 34% yield). (1) The reactants are [Br:1][C:2]1[CH:3]=[N:4][C:5](Cl)=[N:6][CH:7]=1.[NH2:9][C:10]1[CH:15]=[CH:14][C:13]([SH:16])=[CH:12][CH:11]=1.C([O-])([O-])=O.[K+].[K+].O. The catalyst is CS(C)=O. The product is [Br:1][C:2]1[CH:3]=[N:4][C:5]([S:16][C:13]2[CH:14]=[CH:15][C:10]([NH2:9])=[CH:11][CH:12]=2)=[N:6][CH:7]=1. The yield is 0.740. (2) The reactants are [Br-:1].[CH2:2]([N+:4]1[C:13]2[C:8](=[CH:9][CH:10]=[CH:11][CH:12]=2)[C:7]([CH3:14])=[CH:6][CH:5]=1)[CH3:3].[CH3:15][O:16][CH2:17][CH2:18][O:19][CH2:20][CH2:21][N:22]1[C:34]2[CH:33]=[CH:32][C:31]([CH:35]=O)=[CH:30][C:29]=2[C:28]2[C:23]1=[CH:24][CH:25]=[CH:26][CH:27]=2.N1CCCCC1. The catalyst is C(O)C. The product is [Br-:1].[CH2:2]([N+:4]1[C:13]2[C:8](=[CH:9][CH:10]=[CH:11][CH:12]=2)[C:7](/[CH:14]=[CH:35]/[C:31]2[CH:32]=[CH:33][C:34]3[N:22]([CH2:21][CH2:20][O:19][CH2:18][CH2:17][O:16][CH3:15])[C:23]4[C:28]([C:29]=3[CH:30]=2)=[CH:27][CH:26]=[CH:25][CH:24]=4)=[CH:6][CH:5]=1)[CH3:3]. The yield is 0.530.